This data is from Experimentally validated miRNA-target interactions with 360,000+ pairs, plus equal number of negative samples. The task is: Binary Classification. Given a miRNA mature sequence and a target amino acid sequence, predict their likelihood of interaction. (1) The miRNA is hsa-miR-599 with sequence GUUGUGUCAGUUUAUCAAAC. The protein sequence of the target gene is MATAMAASAAERAVLEEEFRWLLHAEVHAVLRQLQDILKEASLRFTLPGPSTEGPAKQENFILGSCGTDQVKGTLTLQGDALSQADVNLKMPRNNQLLHLAFREDKQWKLQQIQDARNHVSQAIYLLANRDESYQFKTGAEVLKLMDAVMLQLTRARSRLTTPATLTLPEIAASGLTRMFAPTLPSDLLVNVYINLNKLCLTVYQLHALQPTSTKNFRPAGGAVLHSPGAMFEWGSQRLEVSHVHKVECVIPWLNDALVYFTVSLQLCQQLKDKIAVFSSYWSSRPF. Result: 0 (no interaction). (2) The miRNA is hsa-miR-3126-3p with sequence CAUCUGGCAUCCGUCACACAGA. The protein sequence of the target gene is MEALTLWLLPWICQCVSVRADSIIHIGAIFEENAAKDDRVFQLAVSDLSLNDDILQSEKITYSIKVIEANNPFQAVQEACDLMTQGILALVTSTGCASANALQSLTDAMHIPHLFVQRNPGGSPRTACHLNPSPDGEAYTLASRPPVRLNDVMLRLVTELRWQKFVMFYDSEYDIRGLQSFLDQASRLGLDVSLQKVDKNISHVFTSLFTTMKTEELNRYRDTLRRAILLLSPQGAHSFINEAVETNLASKDSHWVFVNEEISDPEILDLVHSALGRMTVVRQIFPSAKDNQKCTRNNHR.... Result: 1 (interaction). (3) The miRNA is hsa-miR-9500 with sequence AAGGGAAGAUGGUGACCAC. The protein sequence of the target gene is MAALGRPGSGPRAAVPAWKREILERKRAKLAALGGGAGPGAAEPEQRVLAESLGPLRENPFMLLEAERRRGGGAAGARLLERYRRVPGVRALRADSVLIIETVPGFPPAPPAPGAAQIRAAEVLVYGAPPGRVSRLLERFDPPAAPRRRGSPERARPPPPPPPPAPPRPPPAAPSPPAAPGPRGGGASPGARRSDFLQKTGSNSFTVHPRGLHRGAGARLLSNGHSAPEPRAGPANRLAGSPPGSGQWKPKVESGDPSLHPPPSPGTPSATPASPPASATPSQRQCVSAATSTNDSFEIR.... Result: 0 (no interaction). (4) The miRNA is hsa-miR-146a-5p with sequence UGAGAACUGAAUUCCAUGGGUU. The protein sequence of the target gene is MEKANETSPVMGFVLLRLSAHPELEKTFFVLILLMYLVILLGNGVLILVTILDSRLHTPMYFFLGNLSFLDICFTTSSVPLVLDSFLTPQETISFSACAVQMALSFAMAGTECLLLSMMAFDRYVAICNPLRYSVIMSKAAYMPMAASSWAIGGAASVVHTSLAIQLPFCGDNVINHFTCEILAVLKLACADISINVISMEVTNVIFLGVPVLFISFSYVFIITTILRIPSAEGRKKVFSTCSAHLTVVIVFYGTLFFMYGKPKSKDSMGADKEDLSDKLIPLFYGVVTPMLNPIIYSLR.... Result: 0 (no interaction). (5) The miRNA is hsa-miR-2681-5p with sequence GUUUUACCACCUCCAGGAGACU. The protein sequence of the target gene is MWLLALCLVGLAGAQRGGGGPGGGAPGGPGLGLGSLGEERFPVVNTAYGRVRGVRRELNNEILGPVVQFLGVPYATPPLGARRFQPPEAPASWPGVRNATTLPPACPQNLHGALPAIMLPVWFTDNLEAAATYVQNQSEDCLYLNLYVPTEDGPLTKKRDEATLNPPDTDIRDSGKKPVMLFLHGGSYMEGTGNMFDGSVLAAYGNVIVVTLNYRLGVLGFLSTGDQAAKGNYGLLDQIQALRWLSENIAHFGGDPERITIFGSGAGASCVNLLILSHHSEGLFQKAIAQSGTAISSWSV.... Result: 0 (no interaction). (6) The miRNA is mmu-miR-346-3p with sequence AGGCAGGGGCUGGGCCUGCAGC. The protein sequence of the target gene is MTPEEWTYLMVLLISIPVGFLFKKAGPGLKRWGAAAVGLGLTLFTCGPHSLHSLITILGTWALIQAQPCSCHALALAWTFSYLLFFRALSLLGLPTPTPFTNAVQLLLTLKLVSLASEVQDLHLAQRKEIASGFHKEPTLGLLPEVPSLMETLSYSYCYVGIMTGPFFRYRTYLDWLEQPFPEAVPSLRPLLRRAWPAPLFGLLFLLSSHLFPLEAVREDAFYARPLPTRLFYMIPVFFAFRMRFYVAWIAAECGCIAAGFGAYPVAAKARAGGGPTLQCPPPSSPEIAASLEYDYETIR.... Result: 0 (no interaction). (7) The miRNA is hsa-miR-449c-5p with sequence UAGGCAGUGUAUUGCUAGCGGCUGU. The protein sequence of the target gene is MNTFQDQSGSSSNREPLLRCSDARRDLELAIGGVLRAEQQIKDNLREVKAQIHSCISRHLECLRSREVWLYEQVDLIYQLKEETLQQQAQQLYSLLGQFNCLTHQLECTQNKDLANQVSVCLERLGSLTLKPEDSTVLLFEADTITLRQTITTFGSLKTIQIPEHLMAHASSANIGPFLEKRGCISMPEQKSASGIVAVPFSEWLLGSKPASGYQAPYIPSTDPQDWLTQKQTLENSQTSSRACNFFNNVGGNLKGLENWLLKSEKSSYQKCNSHSTTSSFSIEMEKVGDQELPDQDEMD.... Result: 1 (interaction).